Dataset: Forward reaction prediction with 1.9M reactions from USPTO patents (1976-2016). Task: Predict the product of the given reaction. (1) The product is: [C:1]1([C:7]2[O:11][N:10]=[C:9]([C:12]3[O:16][N:15]=[C:14]4[C:17]5[C:22]([CH2:23][C:13]=34)=[CH:21][C:20]([CH:24]=[O:34])=[CH:19][CH:18]=5)[C:8]=2[C:26]([F:27])([F:28])[F:29])[CH:6]=[CH:5][CH:4]=[CH:3][CH:2]=1. Given the reactants [C:1]1([C:7]2[O:11][N:10]=[C:9]([C:12]3[O:16][N:15]=[C:14]4[C:17]5[C:22]([CH2:23][C:13]=34)=[CH:21][C:20]([CH:24]=C)=[CH:19][CH:18]=5)[C:8]=2[C:26]([F:29])([F:28])[F:27])[CH:6]=[CH:5][CH:4]=[CH:3][CH:2]=1.C[N+]1([O-])CC[O:34]CC1.I([O-])(=O)(=O)=O.[Na+], predict the reaction product. (2) Given the reactants Cl.[N:2]1[N:3]([CH2:7][C:8]([OH:10])=O)[N:4]=[CH:5][CH:6]=1.[CH2:11]([C@H:18]1[CH2:22][NH:21][C@H:20]([C:23]([NH:25][C:26]2[CH:31]=[CH:30][C:29]([O:32][C:33]3[CH:38]=[CH:37][C:36]([F:39])=[CH:35][CH:34]=3)=[CH:28][CH:27]=2)=[O:24])[CH2:19]1)[C:12]1[CH:17]=[CH:16][CH:15]=[CH:14][CH:13]=1, predict the reaction product. The product is: [N:4]1[N:3]([CH2:7][C:8]([N:21]2[CH2:22][C@H:18]([CH2:11][C:12]3[CH:17]=[CH:16][CH:15]=[CH:14][CH:13]=3)[CH2:19][C@H:20]2[C:23]([NH:25][C:26]2[CH:31]=[CH:30][C:29]([O:32][C:33]3[CH:38]=[CH:37][C:36]([F:39])=[CH:35][CH:34]=3)=[CH:28][CH:27]=2)=[O:24])=[O:10])[N:2]=[CH:6][CH:5]=1. (3) Given the reactants [NH:1]1[CH:5]=[CH:4][CH:3]=[N:2]1.[NH:6]1C=C[CH:9]=[CH:8][C:7]1=O.FC(F)(F)C(O)=[O:16].[N+]([O-])(O)=O.S(=O)(=O)(O)O.Cl.FC(F)(F)C(O)=O.C(Cl)Cl.Cl.C(O)(C)C.C1COCC1.Cl.O.C1COCC1, predict the reaction product. The product is: [N:1]1[C:5]2[CH:9]=[CH:8][CH:7]=[N:6][C:4]=2[C:3](=[O:16])[N:2]=1. (4) Given the reactants [S:1]1[CH:5]=[CH:4][CH:3]=[C:2]1[S:6]([N:9]1[CH2:14][CH2:13][N:12]([C:15]2[CH:20]=[CH:19][C:18]([C@@:21]([OH:27])([CH3:26])[C:22]([F:25])([F:24])[F:23])=[CH:17][CH:16]=2)[C@@H:11]([CH2:28][N:29]2[C@H:34]3[C@H:35]([OH:37])[CH2:36][C@@H:30]2[CH2:31][O:32][CH2:33]3)[CH2:10]1)(=[O:8])=[O:7].S1C=CC=C1S(N1CCN(C2C=CC([C@](O)(C)C(F)(F)F)=CC=2)[C@@H](CN2[C@@H]3[C@@H](O)C[C@H]2COC3)C1)(=O)=O.S1C=CC=C1S(N1CCN(C2C=CC([C@@](O)(C)C(F)(F)F)=CC=2)[C@@H](CN2[C@@H]3[C@@H](O)C[C@H]2COC3)C1)(=O)=O, predict the reaction product. The product is: [S:1]1[CH:5]=[CH:4][CH:3]=[C:2]1[S:6]([N:9]1[CH2:14][CH2:13][N:12]([C:15]2[CH:20]=[CH:19][C:18]([C@:21]([OH:27])([CH3:26])[C:22]([F:25])([F:24])[F:23])=[CH:17][CH:16]=2)[C@@H:11]([CH2:28][N:29]2[C@H:34]3[C@H:35]([OH:37])[CH2:36][C@@H:30]2[CH2:31][O:32][CH2:33]3)[CH2:10]1)(=[O:7])=[O:8]. (5) Given the reactants [C:1]([C@@H:5]1[N:9]([C:10]2[CH:15]=[C:14]([Cl:16])[C:13]([F:17])=[C:12]([Cl:18])[CH:11]=2)[C:8](=[O:19])[C@@H:7]([CH3:20])[N:6]1[C:21](=[O:26])[C:22]([F:25])([F:24])[F:23])([CH3:4])([CH3:3])[CH3:2].[Li+].C[Si]([N-][Si](C)(C)C)(C)C.[C:37]([C:39]1[CH:46]=[CH:45][C:42]([CH2:43]Br)=[CH:41][CH:40]=1)#[N:38].[NH4+].[Cl-], predict the reaction product. The product is: [C:1]([C@H:5]1[N:6]([C:21](=[O:26])[C:22]([F:24])([F:23])[F:25])[C@@:7]([CH2:43][C:42]2[CH:45]=[CH:46][C:39]([C:37]#[N:38])=[CH:40][CH:41]=2)([CH3:20])[C:8](=[O:19])[N:9]1[C:10]1[CH:15]=[C:14]([Cl:16])[C:13]([F:17])=[C:12]([Cl:18])[CH:11]=1)([CH3:2])([CH3:3])[CH3:4]. (6) Given the reactants [Cl:1][C:2]1[C:10]2[N:6]([C:7]([CH2:24][CH2:25][O:26]C)=[CH:8][C:9]=2[C:11]([NH:13][CH2:14][CH:15]2[CH2:20][CH:19]([CH3:21])[CH2:18][C:17]([F:23])([F:22])[CH2:16]2)=[O:12])[CH:5]=[CH:4][CH:3]=1.C1OCCOCCOCCOCCOC1.[I-].[Na+], predict the reaction product. The product is: [Cl:1][C:2]1[C:10]2[N:6]([C:7]([CH2:24][CH2:25][OH:26])=[CH:8][C:9]=2[C:11]([NH:13][CH2:14][CH:15]2[CH2:20][CH:19]([CH3:21])[CH2:18][C:17]([F:22])([F:23])[CH2:16]2)=[O:12])[CH:5]=[CH:4][CH:3]=1. (7) Given the reactants [C:1]1([CH:8]=[CH:7][C:5]([OH:6])=[CH:4][CH:3]=1)[OH:2].C(N([CH2:14][CH3:15])CC)C.[C:16](Cl)(=[O:20])[C:17]([CH3:19])=[CH2:18].[CH3:22][OH:23].Cl[CH2:25]Cl, predict the reaction product. The product is: [CH3:25][C:14](=[CH2:15])[C:22]([O:2][C:1]1[CH:8]=[CH:7][C:5]([O:6][C:16](=[O:20])[C:17]([CH3:19])=[CH2:18])=[CH:4][CH:3]=1)=[O:23]. (8) The product is: [CH3:2][O:3][C:4](=[O:13])[C:5]1[CH:10]=[CH:9][C:8]([CH2:11][NH:12][C:30]([NH:29][C:21](=[O:28])[C:22]2[CH:23]=[CH:24][CH:25]=[CH:26][CH:27]=2)=[O:31])=[CH:7][CH:6]=1. Given the reactants Cl.[CH3:2][O:3][C:4](=[O:13])[C:5]1[CH:10]=[CH:9][C:8]([CH2:11][NH2:12])=[CH:7][CH:6]=1.C(N(CC)CC)C.[C:21]([N:29]=[C:30]=[O:31])(=[O:28])[C:22]1[CH:27]=[CH:26][CH:25]=[CH:24][CH:23]=1, predict the reaction product. (9) Given the reactants [NH:1]1[CH2:6][CH2:5][S:4][CH2:3][CH2:2]1.[OH-].[Na+].Br[CH2:10][CH2:11][CH2:12][Cl:13], predict the reaction product. The product is: [Cl:13][CH2:12][CH2:11][CH2:10][N:1]1[CH2:6][CH2:5][S:4][CH2:3][CH2:2]1.